From a dataset of Forward reaction prediction with 1.9M reactions from USPTO patents (1976-2016). Predict the product of the given reaction. Given the reactants [CH3:1][C:2]1([CH3:10])[O:6][C@@:5]([CH3:9])([CH:7]=O)[CH2:4][O:3]1.Cl.[NH2:12][OH:13].C([O-])([O-])=O.[Na+].[Na+], predict the reaction product. The product is: [CH3:1][C:2]1([CH3:10])[O:6][C@@:5]([CH3:9])([CH:7]=[N:12][OH:13])[CH2:4][O:3]1.